From a dataset of Drug-target binding data from BindingDB using Ki measurements. Regression. Given a target protein amino acid sequence and a drug SMILES string, predict the binding affinity score between them. We predict pKi (pKi = -log10(Ki in M); higher means stronger inhibition). Dataset: bindingdb_ki. (1) The small molecule is CCc1cc(OC)c(CC(C)N)cc1OC. The target protein sequence is KPPQRLTWLTVSTVFQRDETPCSSPEKVAMLDGFHKDKTLPNASADILMRRMSTVGKKSVQTISNEQRASKVLGIVFFLFLLMWCPFFITNVTLVLCDSCNQTTLNMLLEIFVWIGYVSSGVNPLVYTLFNKTFRDA. The pKi is 7.1. (2) The small molecule is CCOc1cc2ncc(C#N)c(Nc3ccc(F)c(Cl)c3)c2cc1NC(=O)/C=C/CN(C)C. The target protein sequence is MPIAQLLELWKKIEVEPMEIETTEEDLNLDVEPTTEDTAEEEEGVVKEIDISHHVKEGFEKADPSQFELLKVLGQGSYGKVFLVRKVKGSDAGQLYAMKVLKKATLKVRDRVRSKMERDILAEVNHPFIVKLHYAFQTEGKLYLILDFLRGGDLFTRLSKEVMFTEEDVKFYLAELALALDHLHSLGIIYRDLKPENILLDEEGHIKITDFGLSKEAIDHDKRAYSFCGTIEYMAPEVVNRRGHTQSADWWSFGVLMFEMLTGSLPFQGKDRKETMALILKAKLGMPQFLSGEAQSLLRALFKRNPCNRLGAGIDGVEEIKRHPFFVTIDWNTLYRKEIKPPFKPAVGRPEDTFHFDPEFTARTPTDSPGVPPSANAHHLFRGFSFVASSLIQEPSQQDLHKVPVHPIVQQLHGNNIHFTDGYEIKEDIGVGSYSVCKRCVHKATDTEYAVKIIDKSKRDPSEEIEILLRYGQHPNIITLKDVYDDGKFVYLVMELMRGG.... The pKi is 2.1. (3) The compound is NCCc1cnc[nH]1. The target protein sequence is MLANNSTIALTSIKISLTFLMSLLAIAIMLGNVVVILAFIVDRNLRHRSNYFFLNLAIADFFVGAIAIPLYIPSSLTYWTSGKQACVFWLITDYLLCTASVYNIVLISYDRYQSVSNAVWYRAQHSGTWKIATQMVAVWIFSFMTNGPMILISDSWQNSTTECEPGFLKKWYFALPTSLLEFLIPILLVAYFSAHIYWSLWKREKLSRCLSHPVLPSDSSSSDHGHSCRQDPDSRATLPARKETTASLGSDKSRRKSSLLFSIRAYKNSNVIASKMGFLSHSDSLALQQREHIELFRARKLAKSLAILLAAFAICWAPYSLTTVIYSFFPERNLTKSTWYHTAFWLQWFNSFVNPFLYPLCHKRFQKAFLKILPVRRQSTPPHNRSIST. The pKi is 7.0. (4) The drug is Nc1ncc(Cc2ccc(OC(F)(F)F)cc2)c(N)n1. The target protein sequence is MISLIAALAVDRVIGMENAMPWNLPADLAWFKRNTLNKPVVMGRHTWESIGRPLPGRKNIIISSQPGTDDRVQWVKSVDEAIAACGDAPEIMVIGGGRVYEQFLPKAQKLYLTHIDAEVEGDTHFPDYEPDDWESVFSEFHDADAQNSHSYCFEILERR. The pKi is 6.6. (5) The compound is OCC1CC=CC1n1cnc2c(NC3CC3)ncnc21. The target protein (P25099) has sequence MPPYISAFQAAYIGIEVLIALVSVPGNVLVIWAVKVNQALRDATFCFIVSLAVADVAVGALVIPLAILINIGPQTYFHTCLMVACPVLILTQSSILALLAIAVDRYLRVKIPLRYKTVVTQRRAAVAIAGCWILSLVVGLTPMFGWNNLSVVEQDWRANGSVGEPVIKCEFEKVISMEYMVYFNFFVWVLPPLLLMVLIYLEVFYLIRKQLNKKVSASSGDPQKYYGKELKIAKSLALILFLFALSWLPLHILNCITLFCPTCQKPSILIYIAIFLTHGNSAMNPIVYAFRIHKFRVTFLKIWNDHFRCQPKPPIDEDLPEEKAED. The pKi is 4.5.